Dataset: Reaction yield outcomes from USPTO patents with 853,638 reactions. Task: Predict the reaction yield, written as a fraction of the theoretical maximum amount of product (1.0 means a 100% yield; for example, 0.34 means a 34% yield). (1) The catalyst is C1COCC1.O. The product is [CH2:1]([O:8][C:9](=[O:28])[NH:10][C@@H:11]([CH3:27])[CH2:12][N:13]1[C:21]2[C:16](=[CH:17][CH:18]=[C:19]3[O:24][C:23]([CH2:25][NH:26][S:44]([C:43]4[CH:42]=[CH:41][C:40]([NH:39][C:36](=[O:38])[CH3:37])=[CH:49][CH:48]=4)(=[O:46])=[O:45])=[CH:22][C:20]3=2)[CH:15]=[N:14]1)[C:2]1[CH:7]=[CH:6][CH:5]=[CH:4][CH:3]=1. The reactants are [CH2:1]([O:8][C:9](=[O:28])[NH:10][C@@H:11]([CH3:27])[CH2:12][N:13]1[C:21]2[C:16](=[CH:17][CH:18]=[C:19]3[O:24][C:23]([CH2:25][NH2:26])=[CH:22][C:20]3=2)[CH:15]=[N:14]1)[C:2]1[CH:7]=[CH:6][CH:5]=[CH:4][CH:3]=1.C(N(CC)CC)C.[C:36]([NH:39][C:40]1[CH:49]=[CH:48][C:43]([S:44](Cl)(=[O:46])=[O:45])=[CH:42][CH:41]=1)(=[O:38])[CH3:37].C(=O)(O)[O-].[Na+]. The yield is 0.660. (2) The reactants are C1N=CN(C(N2C=NC=C2)=O)C=1.[CH:13]1[C:18]([C:19]2[CH:20]=[CH:21][C:22]([F:26])=[CH:23][C:24]=2[F:25])=[CH:17][C:16]([C:27]([OH:29])=[O:28])=[C:15]([OH:30])[CH:14]=1.[C:31](O)([CH3:34])([CH3:33])[CH3:32].C1CCN2C(=NCCC2)CC1.C([O-])(O)=O.[Na+]. The catalyst is CN(C=O)C. The product is [F:25][C:24]1[CH:23]=[C:22]([F:26])[CH:21]=[CH:20][C:19]=1[C:18]1[CH:13]=[CH:14][C:15]([OH:30])=[C:16]([C:27]([O:29][C:31]([CH3:34])([CH3:33])[CH3:32])=[O:28])[CH:17]=1. The yield is 0.680. (3) The catalyst is C(O)CCC. The product is [CH3:28][N:26]1[CH:27]=[C:23]([C:20]2[CH:21]=[CH:22][C:17]3[N:14]([C:12]([CH2:11][C:7]4[CH:6]=[C:5]5[C:10](=[CH:9][CH:8]=4)[N:1]=[CH:2][N:3]=[CH:4]5)=[N:19][N:18]=3)[N:15]=2)[CH:24]=[N:25]1. The yield is 0.0700. The reactants are [N:1]1[C:10]2[C:5](=[CH:6][C:7]([CH2:11][C:12]([NH:14][NH2:15])=O)=[CH:8][CH:9]=2)[CH:4]=[N:3][CH:2]=1.Cl[C:17]1[N:18]=[N:19][C:20]([C:23]2[CH:24]=[N:25][N:26]([CH3:28])[CH:27]=2)=[CH:21][CH:22]=1. (4) The reactants are [CH2:1]([O:3][C:4]([C:6]1[C:15](=[O:16])[C:14]2[C:9](=[C:10](Cl)[N:11]=[C:12]([CH2:17][N:18]3[CH2:23][CH2:22][O:21][CH2:20][CH2:19]3)[CH:13]=2)[N:8]([CH3:25])[CH:7]=1)=[O:5])[CH3:2].C([O-])(=O)C.[K+]. The product is [CH2:1]([O:3][C:4]([C:6]1[C:15](=[O:16])[C:14]2[C:9](=[CH:10][N:11]=[C:12]([CH2:17][N:18]3[CH2:19][CH2:20][O:21][CH2:22][CH2:23]3)[CH:13]=2)[N:8]([CH3:25])[CH:7]=1)=[O:5])[CH3:2]. The yield is 0.700. The catalyst is C(O)(C)C.[Pd]. (5) The reactants are [CH3:1][O:2][C:3]1[CH:9]=[CH:8][C:6]([NH2:7])=[CH:5][CH:4]=1.[O-]S([O-])(=O)=O.[Na+].[Na+].O=[CH:18][C:19]([O:21][CH2:22][CH3:23])=[O:20]. The catalyst is C1(C)C=CC=CC=1. The product is [CH3:1][O:2][C:3]1[CH:9]=[CH:8][C:6](/[N:7]=[CH:18]\[C:19]([O:21][CH2:22][CH3:23])=[O:20])=[CH:5][CH:4]=1. The yield is 0.300.